This data is from NCI-60 drug combinations with 297,098 pairs across 59 cell lines. The task is: Regression. Given two drug SMILES strings and cell line genomic features, predict the synergy score measuring deviation from expected non-interaction effect. (1) Drug 1: CC1C(C(CC(O1)OC2CC(CC3=C2C(=C4C(=C3O)C(=O)C5=C(C4=O)C(=CC=C5)OC)O)(C(=O)C)O)N)O.Cl. Drug 2: C1=NC(=NC(=O)N1C2C(C(C(O2)CO)O)O)N. Cell line: SNB-19. Synergy scores: CSS=2.35, Synergy_ZIP=-7.53, Synergy_Bliss=-2.75, Synergy_Loewe=-11.6, Synergy_HSA=-2.79. (2) Drug 1: CC1=C(C=C(C=C1)NC(=O)C2=CC=C(C=C2)CN3CCN(CC3)C)NC4=NC=CC(=N4)C5=CN=CC=C5. Drug 2: CC(C)(C#N)C1=CC(=CC(=C1)CN2C=NC=N2)C(C)(C)C#N. Cell line: SN12C. Synergy scores: CSS=-4.50, Synergy_ZIP=4.71, Synergy_Bliss=2.58, Synergy_Loewe=-4.70, Synergy_HSA=-6.12. (3) Drug 1: C1CN1C2=NC(=NC(=N2)N3CC3)N4CC4. Drug 2: CC12CCC3C(C1CCC2OP(=O)(O)O)CCC4=C3C=CC(=C4)OC(=O)N(CCCl)CCCl.[Na+]. Cell line: SF-268. Synergy scores: CSS=21.7, Synergy_ZIP=-9.65, Synergy_Bliss=2.64, Synergy_Loewe=-7.74, Synergy_HSA=2.97. (4) Drug 1: C1=CC(=C2C(=C1NCCNCCO)C(=O)C3=C(C=CC(=C3C2=O)O)O)NCCNCCO. Drug 2: CS(=O)(=O)CCNCC1=CC=C(O1)C2=CC3=C(C=C2)N=CN=C3NC4=CC(=C(C=C4)OCC5=CC(=CC=C5)F)Cl. Cell line: SF-295. Synergy scores: CSS=67.5, Synergy_ZIP=13.4, Synergy_Bliss=11.6, Synergy_Loewe=-20.9, Synergy_HSA=11.9. (5) Drug 1: C1CCN(CC1)CCOC2=CC=C(C=C2)C(=O)C3=C(SC4=C3C=CC(=C4)O)C5=CC=C(C=C5)O. Drug 2: C1CN(CCN1C(=O)CCBr)C(=O)CCBr. Cell line: TK-10. Synergy scores: CSS=6.43, Synergy_ZIP=-1.83, Synergy_Bliss=1.55, Synergy_Loewe=-0.628, Synergy_HSA=0.756. (6) Drug 1: C1=NC2=C(N=C(N=C2N1C3C(C(C(O3)CO)O)F)Cl)N. Drug 2: N.N.Cl[Pt+2]Cl. Cell line: SR. Synergy scores: CSS=47.8, Synergy_ZIP=-0.424, Synergy_Bliss=-1.39, Synergy_Loewe=0.881, Synergy_HSA=0.497. (7) Drug 1: CC1C(C(=O)NC(C(=O)N2CCCC2C(=O)N(CC(=O)N(C(C(=O)O1)C(C)C)C)C)C(C)C)NC(=O)C3=C4C(=C(C=C3)C)OC5=C(C(=O)C(=C(C5=N4)C(=O)NC6C(OC(=O)C(N(C(=O)CN(C(=O)C7CCCN7C(=O)C(NC6=O)C(C)C)C)C)C(C)C)C)N)C. Drug 2: C1CC(C1)(C(=O)O)C(=O)O.[NH2-].[NH2-].[Pt+2]. Cell line: SN12C. Synergy scores: CSS=13.1, Synergy_ZIP=-6.56, Synergy_Bliss=-4.21, Synergy_Loewe=0.521, Synergy_HSA=0.803. (8) Drug 1: C1C(C(OC1N2C=C(C(=O)NC2=O)F)CO)O. Drug 2: CC1=C(C(=CC=C1)Cl)NC(=O)C2=CN=C(S2)NC3=CC(=NC(=N3)C)N4CCN(CC4)CCO. Cell line: HCT-15. Synergy scores: CSS=48.0, Synergy_ZIP=2.69, Synergy_Bliss=8.95, Synergy_Loewe=-1.84, Synergy_HSA=-1.76. (9) Drug 1: C1CCN(CC1)CCOC2=CC=C(C=C2)C(=O)C3=C(SC4=C3C=CC(=C4)O)C5=CC=C(C=C5)O. Drug 2: C1CC(=O)NC(=O)C1N2C(=O)C3=CC=CC=C3C2=O. Cell line: CAKI-1. Synergy scores: CSS=7.24, Synergy_ZIP=-4.27, Synergy_Bliss=-2.61, Synergy_Loewe=-0.733, Synergy_HSA=-0.207. (10) Drug 1: CC1=C2C(C(=O)C3(C(CC4C(C3C(C(C2(C)C)(CC1OC(=O)C(C(C5=CC=CC=C5)NC(=O)C6=CC=CC=C6)O)O)OC(=O)C7=CC=CC=C7)(CO4)OC(=O)C)O)C)OC(=O)C. Cell line: HCT116. Drug 2: CC12CCC3C(C1CCC2O)C(CC4=C3C=CC(=C4)O)CCCCCCCCCS(=O)CCCC(C(F)(F)F)(F)F. Synergy scores: CSS=8.16, Synergy_ZIP=-2.72, Synergy_Bliss=-3.78, Synergy_Loewe=0.392, Synergy_HSA=0.113.